From a dataset of NCI-60 drug combinations with 297,098 pairs across 59 cell lines. Regression. Given two drug SMILES strings and cell line genomic features, predict the synergy score measuring deviation from expected non-interaction effect. Drug 1: CC1CCC2CC(C(=CC=CC=CC(CC(C(=O)C(C(C(=CC(C(=O)CC(OC(=O)C3CCCCN3C(=O)C(=O)C1(O2)O)C(C)CC4CCC(C(C4)OC)O)C)C)O)OC)C)C)C)OC. Drug 2: CN(C(=O)NC(C=O)C(C(C(CO)O)O)O)N=O. Cell line: NCI-H460. Synergy scores: CSS=5.24, Synergy_ZIP=-2.03, Synergy_Bliss=-0.695, Synergy_Loewe=-9.85, Synergy_HSA=-1.92.